From a dataset of Catalyst prediction with 721,799 reactions and 888 catalyst types from USPTO. Predict which catalyst facilitates the given reaction. (1) Reactant: [CH2:1]([O:3][C:4](=[O:14])[C:5]1[CH:10]=[C:9]([OH:11])[C:8]([OH:12])=[C:7]([OH:13])[CH:6]=1)[CH3:2].Br[CH2:16][CH2:17]Br. Product: [CH2:1]([O:3][C:4]([C:5]1[CH:10]=[C:9]([OH:11])[C:8]2[O:12][CH2:16][CH2:17][O:13][C:7]=2[CH:6]=1)=[O:14])[CH3:2]. The catalyst class is: 3. (2) Reactant: [CH3:1][C:2]1[CH:11]=[CH:10][C:5]([C:6]([O:8][CH3:9])=[O:7])=[CH:4][C:3]=1[C:12]1[NH:16][N:15]=[CH:14][CH:13]=1.[Cl:17]N1C(=O)CCC1=O. Product: [Cl:17][C:13]1[CH:14]=[N:15][NH:16][C:12]=1[C:3]1[CH:4]=[C:5]([CH:10]=[CH:11][C:2]=1[CH3:1])[C:6]([O:8][CH3:9])=[O:7]. The catalyst class is: 26. (3) Reactant: Cl.[NH2:2][CH2:3][CH2:4][C:5]([OH:7])=[O:6].[C:8]([NH:15][C@H:16]([C:29]([OH:31])=O)[CH2:17][CH2:18][CH2:19][CH2:20][NH:21][C:22]([O:24][C:25]([CH3:28])([CH3:27])[CH3:26])=[O:23])([O:10][C:11]([CH3:14])([CH3:13])[CH3:12])=[O:9].F[P-](F)(F)(F)(F)F.N1(O[P+](N(C)C)(N(C)C)N(C)C)C2C=CC=C[C:42]=2N=N1.CCN(CC)CC. Product: [C:11]([O:10][C:8]([NH:15][C@@H:16]([CH2:17][CH2:18][CH2:19][CH2:20][NH:21][C:22]([O:24][C:25]([CH3:28])([CH3:27])[CH3:26])=[O:23])[C:29]([NH:2][CH2:3][CH2:4][C:5]([O:7][CH3:42])=[O:6])=[O:31])=[O:9])([CH3:14])([CH3:13])[CH3:12]. The catalyst class is: 3. (4) Reactant: O=[C:2]([C:6]1([C:9]([F:12])([F:11])[F:10])[CH2:8][CH2:7]1)[CH2:3][C:4]#[N:5].[OH-].[Na+].Cl.[C:16]1([CH3:24])[CH:21]=[CH:20][C:19]([NH:22][NH2:23])=[CH:18][CH:17]=1. Product: [C:16]1([CH3:24])[CH:21]=[CH:20][C:19]([N:22]2[C:4]([NH2:5])=[CH:3][C:2]([C:6]3([C:9]([F:10])([F:11])[F:12])[CH2:8][CH2:7]3)=[N:23]2)=[CH:18][CH:17]=1. The catalyst class is: 88. (5) Reactant: C([O:3][C:4]([C:6]1[CH:7]([C:19]([F:22])([F:21])[F:20])[O:8][C:9]2[CH:17]=[CH:16][C:15]([Cl:18])=[CH:14][C:10]=2[C:11]=1[CH:12]=[CH2:13])=[O:5])C.[H][H]. Product: [Cl:18][C:15]1[CH:16]=[CH:17][C:9]2[O:8][CH:7]([C:19]([F:21])([F:20])[F:22])[C:6]([C:4]([OH:5])=[O:3])=[C:11]([CH2:12][CH3:13])[C:10]=2[CH:14]=1. The catalyst class is: 19.